From a dataset of Forward reaction prediction with 1.9M reactions from USPTO patents (1976-2016). Predict the product of the given reaction. (1) Given the reactants [H-].[Na+].[OH:3][N:4]1[C:8](=[O:9])[C:7]2=[CH:10][CH:11]=[CH:12][CH:13]=[C:6]2[C:5]1=[O:14].Cl[CH:16]([C:23]1[CH:28]=[CH:27][C:26]([F:29])=[CH:25][CH:24]=1)[C:17]1[N:21]([CH3:22])[CH:20]=[N:19][CH:18]=1, predict the reaction product. The product is: [F:29][C:26]1[CH:25]=[CH:24][C:23]([CH:16]([C:17]2[N:21]([CH3:22])[CH:20]=[N:19][CH:18]=2)[O:3][N:4]2[C:5](=[O:14])[C:6]3[C:7](=[CH:10][CH:11]=[CH:12][CH:13]=3)[C:8]2=[O:9])=[CH:28][CH:27]=1. (2) Given the reactants Br[C:2]1[C:10]2[C:5](=[N:6][CH:7]=[C:8]3[C:13](=[O:14])[N:12]([CH2:15][CH2:16][C:17]4[CH:22]=[CH:21][CH:20]=[CH:19][CH:18]=4)[C:11](=[O:23])[C:9]3=2)[N:4](CC2C=CC(OC)=CC=2)[N:3]=1.C(=O)([O-])[O-].[Cs+].[Cs+].[C:39]1(B(O)O)[CH:44]=[CH:43][CH:42]=[CH:41][CH:40]=1, predict the reaction product. The product is: [CH2:15]([N:12]1[C:13](=[O:14])[C:8]2[C:9](=[C:10]3[C:2]([C:39]4[CH:44]=[CH:43][CH:42]=[CH:41][CH:40]=4)=[N:3][NH:4][C:5]3=[N:6][CH:7]=2)[C:11]1=[O:23])[CH2:16][C:17]1[CH:18]=[CH:19][CH:20]=[CH:21][CH:22]=1. (3) The product is: [F:30][C:26]1[CH:25]=[C:24]([CH:21]2[CH2:22][CH2:23][CH:19]([N:15]3[C:16]4[C:11](=[CH:10][C:9]([S:8]([O:54][C:45]5[C:44]([F:43])=[C:49]([F:50])[C:48]([F:51])=[C:47]([F:52])[C:46]=5[F:53])(=[O:35])=[O:62])=[CH:18][CH:17]=4)[CH:12]=[CH:13][C:14]3=[O:31])[CH2:20]2)[CH:29]=[CH:28][CH:27]=1. Given the reactants C([S:8][C:9]1[CH:10]=[C:11]2[C:16](=[CH:17][CH:18]=1)[N:15]([CH:19]1[CH2:23][CH2:22][CH:21]([C:24]3[CH:29]=[CH:28][CH:27]=[C:26]([F:30])[CH:25]=3)[CH2:20]1)[C:14](=[O:31])[CH:13]=[CH:12]2)C1C=CC=CC=1.ClN1C(C)(C)C(=O)N(Cl)C1=[O:35].[F:43][C:44]1[C:49]([F:50])=[C:48]([F:51])[C:47]([F:52])=[C:46]([F:53])[C:45]=1[OH:54].C(N(CC)CC)C.[OH2:62], predict the reaction product.